Dataset: Experimentally validated miRNA-target interactions with 360,000+ pairs, plus equal number of negative samples. Task: Binary Classification. Given a miRNA mature sequence and a target amino acid sequence, predict their likelihood of interaction. (1) The miRNA is hsa-miR-548am-3p with sequence CAAAAACUGCAGUUACUUUUGU. The protein sequence of the target gene is MLWSGCRRFGARLGCLPGGLRVLVQTGHRSLTSCIDPSMGLNEEQKEFQKVAFDFAAREMAPNMAEWDQKELFPVDVMRKAAQLGFGGVYIQTDVGGSGLSRLDTSVIFEALATGCTSTTAYISIHNMCAWMIDSFGNEEQRHKFCPPLCTMEKFASYCLTEPGSGSDAASLLTSAKKQGDHYILNGSKAFISGAGESDIYVVMCRTGGPGPKGISCIVVEKGTPGLSFGKKEKKVGWNSQPTRAVIFEDCAVPVANRIGSEGQGFLIAVRGLNGGRINIASCSLGAAHASVILTRDHLN.... Result: 0 (no interaction). (2) The miRNA is hsa-miR-6781-3p with sequence UGCCUCUUUUCCACGGCCUCAG. The protein sequence of the target gene is MGKGQPKEPKIEQSVVDLCKRTVAMNLLQCYPTTTVDEMNCEEWGNGTESTQSVAACQGCIELRKEVTDLRQAVNLILPMLPLYPTIGNGFNATGLAAQPTLQHVIQQSLLRKRPVAQTPTVPQPECPGQIRPVLSSPAAALQNVIMLNPWIMGSSLKPASPTLPNGQIPTTIGETSLQGTDDQTVKWIGPSSVDSNGQKTDSSAASAGDNQNIDVIGDGSESPTSSNHSAQEIALMTSQQTFLNALKDSSFLFTNPVPTVETAPPLRVAPPINGTTNGTAKAGGPERKPRKPVNDDIVK.... Result: 0 (no interaction). (3) The miRNA is hsa-miR-21-5p with sequence UAGCUUAUCAGACUGAUGUUGA. The protein sequence of the target gene is MLSSGVETQPVPLDSSMSAVVQELYSELPVSVSRELHADPEPSVIPDVKPGASSSLLSQNRALPLELQRTHVESCCEETYETLDHGSEPGRCGLVDSTAGGSVASGILDRAKRSESMEPKVFRDPGGQAGIIREPSEGAKEDPHQHSTAAEEKTSPSQEDLLMQSSKELSHVDLPEDFLRSKEGNVQITAETLLKSAEVQGMKVNGTKTDNNEGHKNGNVSKDLSAGCGEFQEVDKIMTSDEVSETSTLVTPEPLTFVDPVLTEATPKEKECEELKSCPWLSLPGNSAISNVDNGKEELC.... Result: 1 (interaction). (4) The miRNA is mmu-miR-335-5p with sequence UCAAGAGCAAUAACGAAAAAUGU. The protein sequence of the target gene is MKQLPVLEPGDKPRKATWYTLTVPGDSPCARVGHSCSYLPPVGNAKRGKVFIVGGANPNRSFSDVHTMDLGKHQWDLDTCKGLLPRYEHASFIPSCTPDRIWVFGGANQSGNRNCLQVLNPETRTWTTPEVTSPPPSPRTFHTSSAAIGNQLYVFGGGERGAQPVQDTKLHVFDANTLTWSQPETLGNPPSPRHGHVMVAAGTKLFIHGGLAGDRFYDDLHCIDISDMKWQKLNPTGAAPAGCAAHSAVAMGKHVYIFGGMTPAGALDTMYQYHTEEQHWTLLKFDTLLPPGRLDHSMCI.... Result: 0 (no interaction).